Dataset: Catalyst prediction with 721,799 reactions and 888 catalyst types from USPTO. Task: Predict which catalyst facilitates the given reaction. (1) Reactant: [N:1]1[CH:6]=[CH:5][CH:4]=[CH:3][C:2]=1[C:7]([OH:9])=O.C1C=CC2N(O)N=NC=2C=1.CCN=C=NCCCN(C)C.C(N(CC)CC)C.[NH2:38][CH:39]1[CH:44]([OH:45])[CH2:43][CH2:42][CH:41]([C:46]2[CH:47]=[C:48]([CH:51]=[C:52]([F:54])[CH:53]=2)[C:49]#[N:50])[CH2:40]1. Product: [C:49]([C:48]1[CH:47]=[C:46]([CH:41]2[CH2:40][CH:39]([NH:38][C:7](=[O:9])[C:2]3[CH:3]=[CH:4][CH:5]=[CH:6][N:1]=3)[CH:44]([OH:45])[CH2:43][CH2:42]2)[CH:53]=[C:52]([F:54])[CH:51]=1)#[N:50]. The catalyst class is: 4. (2) Reactant: C(=O)([O-])[O-].[K+].[K+].[Cl:7][C:8]1[CH:14]=[CH:13][C:11]([NH2:12])=[CH:10][CH:9]=1.[CH3:15][C:16]1[C:20]([S:21](Cl)(=[O:23])=[O:22])=[C:19]([CH3:25])[O:18][N:17]=1.C1OCCOCCOCCOCCOCCOC1. Product: [Cl:7][C:8]1[CH:14]=[CH:13][C:11]([NH:12][S:21]([C:20]2[C:16]([CH3:15])=[N:17][O:18][C:19]=2[CH3:25])(=[O:23])=[O:22])=[CH:10][CH:9]=1. The catalyst class is: 47. (3) The catalyst class is: 66. Product: [CH3:7][O:8][C:9]1[CH:10]=[CH:11][CH:12]=[C:13]2[C:18]=1[CH:17]([NH:19][C:20]1[CH:29]=[CH:28][C:27]3[C:22](=[CH:23][CH:24]=[C:25]([NH:30][C:1](=[O:5])[CH:2]([CH3:4])[CH3:3])[CH:26]=3)[N:21]=1)[CH2:16][CH2:15][CH2:14]2. Reactant: [C:1](Cl)(=[O:5])[CH:2]([CH3:4])[CH3:3].[CH3:7][O:8][C:9]1[CH:10]=[CH:11][CH:12]=[C:13]2[C:18]=1[CH:17]([NH:19][C:20]1[CH:29]=[CH:28][C:27]3[C:22](=[CH:23][CH:24]=[C:25]([NH2:30])[CH:26]=3)[N:21]=1)[CH2:16][CH2:15][CH2:14]2. (4) Reactant: C([N:8]1[CH2:13][CH2:12][C:11]([CH2:24][CH2:25][N:26]2[C@H:31]3[CH2:32][CH2:33][C@@H:27]2[CH2:28][CH:29]([N:34]2[C:38]4[CH:39]=[CH:40][CH:41]=[CH:42][C:37]=4[N:36]=[C:35]2[CH3:43])[CH2:30]3)([C:14]2[CH:19]=[CH:18][CH:17]=[C:16]([C:20]([F:23])([F:22])[F:21])[CH:15]=2)[CH2:10][CH2:9]1)C1C=CC=CC=1.[ClH:44]. The catalyst class is: 43. Product: [ClH:44].[ClH:44].[CH3:43][C:35]1[N:34]([CH:29]2[CH2:28][CH:27]3[N:26]([CH2:25][CH2:24][C:11]4([C:14]5[CH:19]=[CH:18][CH:17]=[C:16]([C:20]([F:21])([F:23])[F:22])[CH:15]=5)[CH2:12][CH2:13][NH:8][CH2:9][CH2:10]4)[CH:31]([CH2:32][CH2:33]3)[CH2:30]2)[C:38]2[CH:39]=[CH:40][CH:41]=[CH:42][C:37]=2[N:36]=1. (5) Reactant: [CH3:1][C@H:2]1[CH2:7][N:6]2[N:8]=[CH:9][C:10]([N:11]3[CH2:15][CH:14]([C:16]4[N:20]=[C:19]([CH3:21])[O:18][N:17]=4)[CH2:13][C:12]3=[O:22])=[C:5]2[CH2:4][N:3]1[C:23]([O:25]C(C)(C)C)=O.CCN(C(C)C)C(C)C.[F:39][C:40]1[CH:41]=[C:42]([NH:48]C(=O)OC2C=CC=CC=2)[CH:43]=[C:44]([F:47])[C:45]=1[F:46]. Product: [CH3:1][C@H:2]1[CH2:7][N:6]2[N:8]=[CH:9][C:10]([N:11]3[CH2:15][CH:14]([C:16]4[N:20]=[C:19]([CH3:21])[O:18][N:17]=4)[CH2:13][C:12]3=[O:22])=[C:5]2[CH2:4][N:3]1[C:23]([NH:48][C:42]1[CH:41]=[C:40]([F:39])[C:45]([F:46])=[C:44]([F:47])[CH:43]=1)=[O:25]. The catalyst class is: 617. (6) Reactant: Cl[C:2]1[N:10]=[C:9]([C:11]([F:14])([F:13])[F:12])[N:8]=[C:7]2[C:3]=1[N:4]=[C:5]([C:17](=[O:19])[CH3:18])[N:6]2[CH2:15][CH3:16].C(N(CC)CC)C. Product: [CH2:15]([N:6]1[C:5]([CH:17]([OH:19])[CH3:18])=[N:4][C:3]2[C:7]1=[N:8][C:9]([C:11]([F:12])([F:14])[F:13])=[N:10][CH:2]=2)[CH3:16]. The catalyst class is: 99. (7) Reactant: [CH3:1][S:2]([CH:5]1[CH2:10][CH2:9][C:8]([C:11]2[C:12]([O:22][C:23]3[CH:28]=[CH:27][C:26]([O:29][CH2:30][CH2:31][N:32]4[CH2:37][CH2:36][CH2:35][CH2:34][CH2:33]4)=[CH:25][CH:24]=3)=[C:13]3[C:18](=[CH:19][CH:20]=2)[CH:17]=[C:16]([OH:21])[CH:15]=[CH:14]3)=[CH:7][CH2:6]1)(=[O:4])=[O:3].[CH2:38](O)[C:39]1[CH:44]=[CH:43][CH:42]=[CH:41][CH:40]=1.C1(P(C2C=CC=CC=2)C2C=CC=CC=2)C=CC=CC=1.N(C(OC(C)C)=O)=NC(OC(C)C)=O. Product: [CH2:38]([O:21][C:16]1[CH:17]=[C:18]2[C:13](=[CH:14][CH:15]=1)[C:12]([O:22][C:23]1[CH:28]=[CH:27][C:26]([O:29][CH2:30][CH2:31][N:32]3[CH2:37][CH2:36][CH2:35][CH2:34][CH2:33]3)=[CH:25][CH:24]=1)=[C:11]([C:8]1[CH2:9][CH2:10][CH:5]([S:2]([CH3:1])(=[O:4])=[O:3])[CH2:6][CH:7]=1)[CH:20]=[CH:19]2)[C:39]1[CH:44]=[CH:43][CH:42]=[CH:41][CH:40]=1. The catalyst class is: 61. (8) Reactant: [N+:1]([C:4]1[CH:5]=[N:6][NH:7][CH:8]=1)([O-:3])=[O:2].C(=O)([O-])[O-].[K+].[K+].Br[CH2:16][CH2:17][O:18][Si:19]([C:22]([CH3:25])([CH3:24])[CH3:23])([CH3:21])[CH3:20]. Product: [Si:19]([O:18][CH2:17][CH2:16][N:6]1[CH:5]=[C:4]([N+:1]([O-:3])=[O:2])[CH:8]=[N:7]1)([C:22]([CH3:25])([CH3:24])[CH3:23])([CH3:21])[CH3:20]. The catalyst class is: 3. (9) Reactant: [F:1][C:2]1[CH:7]=[CH:6][CH:5]=[CH:4][C:3]=1[CH2:8][C:9](=O)[CH2:10][C:11](OCC)=O.[CH:17]([O-:22])([O-])[O:18][CH2:19][CH3:20].C(OC(=O)C)(=O)C.O.[NH2:31][NH2:32]. Product: [F:1][C:2]1[CH:7]=[CH:6][CH:5]=[CH:4][C:3]=1[CH2:8][C:9]1[C:10]([C:17]([O:18][CH2:19][CH3:20])=[O:22])=[CH:11][NH:32][N:31]=1. The catalyst class is: 8. (10) Reactant: Cl.[O-:2][N+:3]1[C:8]2[CH:9]=[CH:10][CH:11]=[CH:12][C:7]=2[N+:6]([O-:13])=[C:5]([NH:14][CH2:15][CH2:16][CH2:17][NH:18]C(=O)OC(C)(C)C)[N:4]=1. Product: [O-:2][N+:3]1[C:8]2[CH:9]=[CH:10][CH:11]=[CH:12][C:7]=2[N+:6]([O-:13])=[C:5]([NH:14][CH2:15][CH2:16][CH2:17][NH2:18])[N:4]=1. The catalyst class is: 5.